This data is from Full USPTO retrosynthesis dataset with 1.9M reactions from patents (1976-2016). The task is: Predict the reactants needed to synthesize the given product. (1) Given the product [NH:1]1[C:5]2[CH:6]=[CH:7][C:8]([C:10](=[O:12])[CH2:11][Br:13])=[CH:9][C:4]=2[N:3]=[N:2]1, predict the reactants needed to synthesize it. The reactants are: [NH:1]1[C:5]2[CH:6]=[CH:7][C:8]([C:10](=[O:12])[CH3:11])=[CH:9][C:4]=2[N:3]=[N:2]1.[BrH:13].BrBr. (2) Given the product [CH3:1][NH:3][S:12]([C:15]1[CH:23]=[CH:22][C:18]([C:19]([OH:21])=[O:20])=[CH:17][CH:16]=1)(=[O:14])=[O:13], predict the reactants needed to synthesize it. The reactants are: [CH2:1]([N:3](CC)CC)C.Cl.CN.Cl[S:12]([C:15]1[CH:23]=[CH:22][C:18]([C:19]([OH:21])=[O:20])=[CH:17][CH:16]=1)(=[O:14])=[O:13]. (3) Given the product [CH2:1]([N:8]([N:46]=[O:47])[C:9](=[O:34])[CH:10]([N:16]1[C:20]2[CH:21]=[C:22]([F:26])[C:23]([F:25])=[CH:24][C:19]=2[N:18]=[C:17]1[C:27]1[CH:28]=[CH:29][C:30]([Cl:33])=[CH:31][CH:32]=1)[CH:11]1[CH2:12][CH2:13][CH2:14][CH2:15]1)[C:2]1[CH:3]=[CH:4][CH:5]=[CH:6][CH:7]=1, predict the reactants needed to synthesize it. The reactants are: [CH2:1]([NH:8][C:9](=[O:34])[CH:10]([N:16]1[C:20]2[CH:21]=[C:22]([F:26])[C:23]([F:25])=[CH:24][C:19]=2[N:18]=[C:17]1[C:27]1[CH:32]=[CH:31][C:30]([Cl:33])=[CH:29][CH:28]=1)[CH:11]1[CH2:15][CH2:14][CH2:13][CH2:12]1)[C:2]1[CH:7]=[CH:6][CH:5]=[CH:4][CH:3]=1.C(O)(=O)C.C(OC(=O)C)(=O)C.[N:46]([O-])=[O:47].[Na+]. (4) Given the product [CH3:32][C:33]1([CH3:42])[CH2:38][N:37]([C:26]([C:22]2[N:23]=[CH:24][N:25]=[C:20]([N:17]3[CH2:18][CH2:19][CH:14]([N:10]4[CH2:9][CH2:8][C:7]5[CH:29]=[C:3]([O:2][CH3:1])[CH:4]=[CH:5][C:6]=5[NH:12][C:11]4=[O:13])[CH2:15][CH2:16]3)[N:21]=2)=[O:27])[CH2:36][C:35]2[CH:39]=[N:40][NH:41][C:34]1=2, predict the reactants needed to synthesize it. The reactants are: [CH3:1][O:2][C:3]1[CH:4]=[CH:5][C:6]2[NH:12][C:11](=[O:13])[N:10]([CH:14]3[CH2:19][CH2:18][N:17]([C:20]4[N:25]=[CH:24][N:23]=[C:22]([C:26](O)=[O:27])[N:21]=4)[CH2:16][CH2:15]3)[CH2:9][CH2:8][C:7]=2[CH:29]=1.Cl.Cl.[CH3:32][C:33]1([CH3:42])[CH2:38][NH:37][CH2:36][C:35]2[CH:39]=[N:40][NH:41][C:34]1=2.CN(C(ON1N=NC2C=CC=CC1=2)=[N+](C)C)C.[B-](F)(F)(F)F. (5) Given the product [NH2:40][C:41]([NH:43][CH2:44][C@H:45]([NH:46][C:47](=[O:48])[O:49][CH3:50])[C:51](=[O:52])[NH:1][C@@H:2]([CH2:33][C:34]1[CH:35]=[CH:36][CH:37]=[CH:38][CH:39]=1)[C@@H:3]([OH:32])[CH2:4][C@H:5]([CH2:6][C:7]1[CH:12]=[CH:11][C:10]([C:13]2[CH:18]=[CH:17][CH:16]=[CH:15][N:14]=2)=[CH:9][CH:8]=1)[NH:19][C:20](=[O:21])[C@H:22]([C:23]([CH3:26])([CH3:25])[CH3:24])[NH:27][C:28](=[O:31])[O:29][CH3:30])=[O:42], predict the reactants needed to synthesize it. The reactants are: [NH2:1][C@@H:2]([CH2:33][C:34]1[CH:39]=[CH:38][CH:37]=[CH:36][CH:35]=1)[C@@H:3]([OH:32])[CH2:4][C@@H:5]([NH:19][C:20]([C@@H:22]([NH:27][C:28](=[O:31])[O:29][CH3:30])[C:23]([CH3:26])([CH3:25])[CH3:24])=[O:21])[CH2:6][C:7]1[CH:12]=[CH:11][C:10]([C:13]2[CH:18]=[CH:17][CH:16]=[CH:15][N:14]=2)=[CH:9][CH:8]=1.[NH2:40][C:41]([NH:43][CH2:44][C@@H:45]([C:51](O)=[O:52])[NH:46][C:47]([O:49][CH3:50])=[O:48])=[O:42].CCOP(ON1N=NC2C=CC=CC=2C1=O)(OCC)=O.C(N(CC)CC)C. (6) Given the product [C:27]([C:9]1[CH:8]=[C:7]([NH:6][C:5]([NH:61][C@@H:54]2[C:55]3[C:60](=[CH:59][CH:58]=[CH:57][CH:56]=3)[C@H:51]([O:50][C:47]3[CH:48]=[CH:49][C:44]4[N:45]([C:41]([N:36]5[CH2:37][CH2:38][CH2:39][CH2:40][C@@H:35]5[CH3:34])=[N:42][N:43]=4)[CH:46]=3)[CH2:52][CH2:53]2)=[O:31])[N:11]([C:12]2[CH:13]=[N:14][N:15]([CH2:17][CH2:18][CH2:19][O:20][CH:21]3[CH2:26][CH2:25][CH2:24][CH2:23][O:22]3)[CH:16]=2)[N:10]=1)([CH3:30])([CH3:29])[CH3:28], predict the reactants needed to synthesize it. The reactants are: ClC(Cl)(Cl)CO[C:5](=[O:31])[NH:6][C:7]1[N:11]([C:12]2[CH:13]=[N:14][N:15]([CH2:17][CH2:18][CH2:19][O:20][CH:21]3[CH2:26][CH2:25][CH2:24][CH2:23][O:22]3)[CH:16]=2)[N:10]=[C:9]([C:27]([CH3:30])([CH3:29])[CH3:28])[CH:8]=1.[CH3:34][C@H:35]1[CH2:40][CH2:39][CH2:38][CH2:37][N:36]1[C:41]1[N:45]2[CH:46]=[C:47]([O:50][C@H:51]3[C:60]4[C:55](=[CH:56][CH:57]=[CH:58][CH:59]=4)[C@@H:54]([NH2:61])[CH2:53][CH2:52]3)[CH:48]=[CH:49][C:44]2=[N:43][N:42]=1.CCN(C(C)C)C(C)C. (7) Given the product [F:5][C:6]1[CH:11]=[CH:10][CH:9]=[CH:8][C:7]=1[C:12]1[C:21]2[C:16](=[CH:17][CH:18]=[CH:19][CH:20]=2)[N:15]=[C:14]([Cl:3])[N:13]=1, predict the reactants needed to synthesize it. The reactants are: O=S(Cl)[Cl:3].[F:5][C:6]1[CH:11]=[CH:10][CH:9]=[CH:8][C:7]=1[C:12]1[C:21]2[C:16](=[CH:17][CH:18]=[CH:19][CH:20]=2)[NH:15][C:14](=O)[N:13]=1.